Dataset: Forward reaction prediction with 1.9M reactions from USPTO patents (1976-2016). Task: Predict the product of the given reaction. (1) Given the reactants [CH2:1]([N:8]1[C:16]2[C:15](=[S:17])[NH:14][C:13](=[O:18])[N:12]([CH2:19][CH2:20][CH2:21][CH2:22][CH3:23])[C:11]=2[N:10]=[CH:9]1)[C:2]1[CH:7]=[CH:6][CH:5]=[CH:4][CH:3]=1.[OH-].[Na+].S(OC)(O[CH3:30])(=O)=O, predict the reaction product. The product is: [CH2:1]([N:8]1[C:16]2[C:15]([S:17][CH3:30])=[N:14][C:13](=[O:18])[N:12]([CH2:19][CH2:20][CH2:21][CH2:22][CH3:23])[C:11]=2[N:10]=[CH:9]1)[C:2]1[CH:7]=[CH:6][CH:5]=[CH:4][CH:3]=1. (2) Given the reactants [Br:1][CH2:2][C:3]([NH:5][C@H:6]([CH2:14][OH:15])[CH2:7][C:8]1[CH:13]=[CH:12][CH:11]=[CH:10][CH:9]=1)=[O:4].O.[C:17]1(C)[CH:22]=CC(S(O)(=O)=O)=C[CH:18]=1.COC(C)=C, predict the reaction product. The product is: [Br:1][CH2:2][C:3]([N:5]1[C@@H:6]([CH2:7][C:8]2[CH:13]=[CH:12][CH:11]=[CH:10][CH:9]=2)[CH2:14][O:15][C:17]1([CH3:22])[CH3:18])=[O:4].